From a dataset of Forward reaction prediction with 1.9M reactions from USPTO patents (1976-2016). Predict the product of the given reaction. (1) Given the reactants [Cl:1][C:2]1[CH:7]=[CH:6][C:5]([CH2:8][CH:9]([O:12][CH:13]([CH3:15])[CH3:14])[CH2:10][OH:11])=[CH:4][CH:3]=1.C(N(CC)CC)C.C(Cl)Cl.[CH3:26][S:27](Cl)(=[O:29])=[O:28], predict the reaction product. The product is: [CH3:26][S:27]([O:11][CH2:10][CH:9]([O:12][CH:13]([CH3:15])[CH3:14])[CH2:8][C:5]1[CH:4]=[CH:3][C:2]([Cl:1])=[CH:7][CH:6]=1)(=[O:29])=[O:28]. (2) Given the reactants [C:1](/[C:3](=[C:7]1/[S:8]/[C:9](=[CH:15]\[C:16]2[CH:21]=[CH:20][C:19]([N:22]3[CH2:26][CH2:25][CH2:24][CH2:23]3)=[CH:18][CH:17]=2)/[C:10](=[O:14])[N:11]/1[CH2:12][CH3:13])/[C:4](O)=[O:5])#[N:2].[CH2:27]([NH2:29])[CH3:28].CN(C(ON1N=NC2C=CC=NC1=2)=[N+](C)C)C.F[P-](F)(F)(F)(F)F.C(OCC)(=O)C, predict the reaction product. The product is: [C:1](/[C:3](=[C:7]1/[S:8]/[C:9](=[CH:15]\[C:16]2[CH:17]=[CH:18][C:19]([N:22]3[CH2:26][CH2:25][CH2:24][CH2:23]3)=[CH:20][CH:21]=2)/[C:10](=[O:14])[N:11]/1[CH2:12][CH3:13])/[C:4]([NH:29][CH2:27][CH3:28])=[O:5])#[N:2]. (3) The product is: [F:3][CH:4]([F:17])[O:5][C:6]1[CH:11]=[CH:10][C:9]([C:12]2([C:13]#[N:14])[CH2:24][CH2:23]2)=[CH:8][C:7]=1[O:15][CH3:16]. Given the reactants [Li]N.[F:3][CH:4]([F:17])[O:5][C:6]1[CH:11]=[CH:10][C:9]([CH2:12][C:13]#[N:14])=[CH:8][C:7]=1[O:15][CH3:16].CS(C)=O.Br[CH2:23][CH2:24]Cl, predict the reaction product. (4) Given the reactants [NH2:1][C:2]1[NH:6][N:5]=[CH:4][C:3]=1[C:7]#[N:8].[Cl:9][C:10]1[CH:15]=[CH:14][C:13]([C:16](=O)[CH2:17][C:18](OCC)=[O:19])=[CH:12][C:11]=1[O:24][CH3:25], predict the reaction product. The product is: [Cl:9][C:10]1[CH:15]=[CH:14][C:13]([C:16]2[NH:1][C:2]3[N:6]([N:5]=[CH:4][C:3]=3[C:7]#[N:8])[C:18](=[O:19])[CH:17]=2)=[CH:12][C:11]=1[O:24][CH3:25]. (5) Given the reactants [OH:1][C:2]1[CH:3]=[C:4]([CH2:8][CH2:9][CH2:10][N:11]2[C:19](=[O:20])[C:18]3[C:13](=[CH:14][CH:15]=[CH:16][CH:17]=3)[C:12]2=[O:21])[CH:5]=[CH:6][CH:7]=1.[CH2:22]([O:29][CH2:30][CH2:31]OS(C)(=O)=O)[C:23]1[CH:28]=[CH:27][CH:26]=[CH:25][CH:24]=1, predict the reaction product. The product is: [CH2:22]([O:29][CH2:30][CH2:31][O:1][C:2]1[CH:3]=[C:4]([CH2:8][CH2:9][CH2:10][N:11]2[C:19](=[O:20])[C:18]3[C:13](=[CH:14][CH:15]=[CH:16][CH:17]=3)[C:12]2=[O:21])[CH:5]=[CH:6][CH:7]=1)[C:23]1[CH:28]=[CH:27][CH:26]=[CH:25][CH:24]=1. (6) Given the reactants [NH2:1][C:2]1[CH:10]=[CH:9][CH:8]=[C:7]([CH3:11])[C:3]=1[C:4]([OH:6])=[O:5].[CH2:12]=[C:13]1[O:17][C:15](=O)[CH2:14]1.C(Cl)(Cl)(Cl)Cl.C(OC(=O)C)(=O)C, predict the reaction product. The product is: [CH3:11][C:7]1[C:3]2[C:4](=[O:6])[O:5][C:15]([CH2:14][C:13](=[O:17])[CH3:12])=[N:1][C:2]=2[CH:10]=[CH:9][CH:8]=1.